This data is from Reaction yield outcomes from USPTO patents with 853,638 reactions. The task is: Predict the reaction yield, written as a fraction of the theoretical maximum amount of product (1.0 means a 100% yield; for example, 0.34 means a 34% yield). The reactants are [F:1][C:2]1[C:3]([NH:18][C:19]2[CH:24]=[CH:23][C:22]([I:25])=[CH:21][C:20]=2[F:26])=[C:4]([C:9]([N:11]2[CH2:14][CH:13]([C:15](O)=[O:16])[CH2:12]2)=[O:10])[CH:5]=[CH:6][C:7]=1[F:8].C(N(CC)CC)C.C1CN([P+](ON2N=NC3C=CC=CC2=3)(N2CCCC2)N2CCCC2)CC1.F[P-](F)(F)(F)(F)F.[BH4-].[Na+]. The catalyst is O1CCCC1. The product is [F:1][C:2]1[C:3]([NH:18][C:19]2[CH:24]=[CH:23][C:22]([I:25])=[CH:21][C:20]=2[F:26])=[C:4]([C:9]([N:11]2[CH2:14][CH:13]([CH2:15][OH:16])[CH2:12]2)=[O:10])[CH:5]=[CH:6][C:7]=1[F:8]. The yield is 0.250.